Dataset: Forward reaction prediction with 1.9M reactions from USPTO patents (1976-2016). Task: Predict the product of the given reaction. (1) Given the reactants [Br:1][C:2]1[C:3]([Cl:23])=[C:4]([CH:19]=[C:20]([F:22])[CH:21]=1)[N:5]=C(C1C=CC=CC=1)C1C=CC=CC=1.BrC1C=C(F)C=C(Br)C=1Cl.C(=N)(C1C=CC=CC=1)C1C=CC=CC=1.CC(C)([O-])C.[Na+].C1C=CC(P(C2C=CC3C(=CC=CC=3)C=2C2C3C(=CC=CC=3)C=CC=2P(C2C=CC=CC=2)C2C=CC=CC=2)C2C=CC=CC=2)=CC=1, predict the reaction product. The product is: [Br:1][C:2]1[C:3]([Cl:23])=[C:4]([CH:19]=[C:20]([F:22])[CH:21]=1)[NH2:5]. (2) Given the reactants [C:1]([OH:6])(=[O:5])[CH2:2][CH:3]=[CH2:4].[CH3:7][Si:8]([CH3:15])([CH3:14])N[Si:8]([CH3:15])([CH3:14])[CH3:7].[NH4+], predict the reaction product. The product is: [C:1]([O:6][Si:8]([CH3:15])([CH3:14])[CH3:7])(=[O:5])[CH2:2][CH:3]=[CH2:4]. (3) Given the reactants Br[C:2]1[CH:10]=[C:9]2[C:5]([C:6]([C:24]3[CH:33]=[CH:32][C:27]([C:28]([O:30][CH3:31])=[O:29])=[CH:26][C:25]=3[F:34])=[N:7][N:8]2[C:11](=[O:23])[C:12]2[C:17]([C:18]([F:21])([F:20])[F:19])=[CH:16][CH:15]=[CH:14][C:13]=2[Cl:22])=[CH:4][CH:3]=1.Br[C:36]1[N:37]=[CH:38][N:39]([CH3:41])[CH:40]=1.C([O-])([O-])=O.[K+].[K+].N#N, predict the reaction product. The product is: [Cl:22][C:13]1[CH:14]=[CH:15][CH:16]=[C:17]([C:18]([F:20])([F:19])[F:21])[C:12]=1[C:11]([N:8]1[C:9]2[C:5](=[CH:4][CH:3]=[C:2]([C:36]3[N:37]=[CH:38][N:39]([CH3:41])[CH:40]=3)[CH:10]=2)[C:6]([C:24]2[CH:33]=[CH:32][C:27]([C:28]([O:30][CH3:31])=[O:29])=[CH:26][C:25]=2[F:34])=[N:7]1)=[O:23]. (4) Given the reactants [C:1]([N:8]1[CH2:12][CH2:11][C@H:10]([NH2:13])[CH2:9]1)([O:3][C:4]([CH3:7])([CH3:6])[CH3:5])=[O:2].[CH3:14][N:15]1[CH2:20][CH2:19][C:18](=O)[CH2:17][CH2:16]1, predict the reaction product. The product is: [C:4]([O:3][C:1]([N:8]1[CH2:12][CH2:11][C@H:10]([NH:13][CH:18]2[CH2:19][CH2:20][N:15]([CH3:14])[CH2:16][CH2:17]2)[CH2:9]1)=[O:2])([CH3:7])([CH3:6])[CH3:5]. (5) Given the reactants [C:10](P([C:10]([CH3:13])([CH3:12])[CH3:11])[C:10]([CH3:13])([CH3:12])[CH3:11])([CH3:13])([CH3:12])[CH3:11].Br[C:15]1[C:20]([CH3:21])=[CH:19][C:18]([C:22]([CH3:25])([CH3:24])[CH3:23])=[CH:17][C:16]=1[CH3:26].[C:27](O[Na])(C)(C)C.[C:33]1([NH:39][C:40]2[CH:45]=[CH:44][C:43]([NH:46][C:47]3[CH:52]=[CH:51][CH:50]=[CH:49][CH:48]=3)=[CH:42][CH:41]=2)[CH:38]=[CH:37][CH:36]=[CH:35][CH:34]=1.[C:53]1([CH3:59])[CH:58]=[CH:57][CH:56]=[CH:55][CH:54]=1, predict the reaction product. The product is: [C:47]1([N:46]([C:13]2[C:56]([CH3:55])=[CH:57][C:58]([C:53]([CH3:54])([CH3:59])[CH3:27])=[CH:12][C:10]=2[CH3:11])[C:43]2[CH:44]=[CH:45][C:40]([N:39]([C:33]3[CH:38]=[CH:37][CH:36]=[CH:35][CH:34]=3)[C:15]3[C:20]([CH3:21])=[CH:19][C:18]([C:22]([CH3:25])([CH3:24])[CH3:23])=[CH:17][C:16]=3[CH3:26])=[CH:41][CH:42]=2)[CH:52]=[CH:51][CH:50]=[CH:49][CH:48]=1. (6) Given the reactants [F:1][C:2]([Si](C)(C)C)([F:4])[F:3].[C:9]([O:13][C:14]([N:16]1[CH2:20][C:19](=[O:21])[CH2:18][C@@H:17]1[C@H:22]1[O:26][C:25]([CH3:28])([CH3:27])[N:24]([C:29](=[O:31])[CH3:30])[C@H:23]1[CH2:32][C:33]1[CH:38]=[C:37]([F:39])[CH:36]=[C:35]([F:40])[CH:34]=1)=[O:15])([CH3:12])([CH3:11])[CH3:10].[F-].C([N+](CCCC)(CCCC)CCCC)CCC.[Cl-].[NH4+], predict the reaction product. The product is: [C:9]([O:13][C:14]([N:16]1[CH2:20][C@@:19]([OH:21])([C:2]([F:4])([F:3])[F:1])[CH2:18][C@@H:17]1[C@H:22]1[O:26][C:25]([CH3:27])([CH3:28])[N:24]([C:29](=[O:31])[CH3:30])[C@H:23]1[CH2:32][C:33]1[CH:34]=[C:35]([F:40])[CH:36]=[C:37]([F:39])[CH:38]=1)=[O:15])([CH3:10])([CH3:11])[CH3:12]. (7) The product is: [CH3:1][C:2]1[NH:6][N:5]=[CH:4][C:3]=1[C:13]1[CH:14]=[C:15]2[C:19](=[CH:20][CH:21]=1)[N:18]([CH2:22][CH:23]1[CH2:28][CH2:27][N:26]([C:29](=[O:38])[CH2:30][CH2:31][C:32]3[CH:33]=[CH:34][CH:35]=[CH:36][CH:37]=3)[CH2:25][CH2:24]1)[CH:17]=[CH:16]2. Given the reactants [CH3:1][C:2]1[N:6](C2CCCCO2)[N:5]=[CH:4][C:3]=1[C:13]1[CH:14]=[C:15]2[C:19](=[CH:20][CH:21]=1)[N:18]([CH2:22][CH:23]1[CH2:28][CH2:27][N:26]([C:29](=[O:38])[CH2:30][CH2:31][C:32]3[CH:37]=[CH:36][CH:35]=[CH:34][CH:33]=3)[CH2:25][CH2:24]1)[CH:17]=[CH:16]2.CC1C=CC(S(O)(=O)=O)=CC=1.C(OCC)(=O)C.O, predict the reaction product.